This data is from Full USPTO retrosynthesis dataset with 1.9M reactions from patents (1976-2016). The task is: Predict the reactants needed to synthesize the given product. (1) Given the product [CH2:1]([O:8][C:9]([N:11]1[CH2:17][CH2:16][CH2:15][CH:14]([NH:18][C:47](=[O:48])[C@@H:42]([NH:41][C:34]([O:36][C:37]([CH3:38])([CH3:40])[CH3:39])=[O:35])[CH2:43][CH:44]([CH3:46])[CH3:45])[CH:13]([OH:19])[CH2:12]1)=[O:10])[C:2]1[CH:3]=[CH:4][CH:5]=[CH:6][CH:7]=1, predict the reactants needed to synthesize it. The reactants are: [CH2:1]([O:8][C:9]([N:11]1[CH2:17][CH2:16][CH2:15][CH:14]([NH2:18])[CH:13]([OH:19])[CH2:12]1)=[O:10])[C:2]1[CH:7]=[CH:6][CH:5]=[CH:4][CH:3]=1.C(Cl)CCl.C1C=CC2N(O)N=NC=2C=1.[C:34]([NH:41][C@H:42]([C:47](O)=[O:48])[CH2:43][CH:44]([CH3:46])[CH3:45])([O:36][C:37]([CH3:40])([CH3:39])[CH3:38])=[O:35]. (2) Given the product [NH2:24][CH2:25][C:26]1[C:27]([CH3:42])=[CH:28][C:29]([NH:34][C:35](=[O:41])[O:36][C:37]([CH3:38])([CH3:39])[CH3:40])=[N:30][C:31]=1[CH2:32][OH:33], predict the reactants needed to synthesize it. The reactants are: N1CCCCC1.C1C2C(COC([NH:24][CH2:25][C:26]3[C:27]([CH3:42])=[CH:28][C:29]([NH:34][C:35](=[O:41])[O:36][C:37]([CH3:40])([CH3:39])[CH3:38])=[N:30][C:31]=3[CH2:32][OH:33])=O)C3C(=CC=CC=3)C=2C=CC=1. (3) Given the product [OH:25][C:10]1[CH:9]=[CH:8][CH:7]=[CH:6][C:5]=1[C:3](=[O:4])/[CH:2]=[CH:15]/[C:14]1[CH:17]=[CH:18][CH:19]=[CH:20][C:13]=1[O:12][CH3:11], predict the reactants needed to synthesize it. The reactants are: O[CH2:2][C:3]([C:5]1[CH:10]=[CH:9][CH:8]=[CH:7][CH:6]=1)=[O:4].[CH3:11][O:12][C:13]1[CH:20]=[CH:19][CH:18]=[CH:17][C:14]=1[CH:15]=O.[OH-].[K+].C(OCC)(=[O:25])C. (4) Given the product [CH3:1][O:2][C:3](=[O:15])[NH:4][CH2:5][C:6]1[CH:11]=[CH:10][C:9]([Cl:12])=[C:8]([CH:13]=[O:14])[CH:7]=1, predict the reactants needed to synthesize it. The reactants are: [CH3:1][O:2][C:3](=[O:15])[NH:4][CH2:5][C:6]1[CH:11]=[CH:10][C:9]([Cl:12])=[C:8]([CH2:13][OH:14])[CH:7]=1. (5) Given the product [CH3:34][CH:32]([CH2:31][N:30]([S:27]([C:24]1[CH:23]=[CH:22][C:21]([NH2:20])=[CH:26][CH:25]=1)(=[O:29])=[O:28])[CH2:35][C@@H:36]([OH:46])[C@@H:37]([NH:45][C:10]([O:9][C@@H:3]1[C@@H:4]2[CH2:8][CH2:7][O:6][C@@H:5]2[O:1][CH2:2]1)=[O:12])[CH2:38][C:39]1[CH:40]=[CH:41][CH:42]=[CH:43][CH:44]=1)[CH3:33].[C:47]([O-:51])(=[O:50])[CH2:48][CH3:49], predict the reactants needed to synthesize it. The reactants are: [O:1]1[C@H:5]2[O:6][CH2:7][CH2:8][C@H:4]2[C@@H:3]([O:9][C:10]([O:12]N2C(=O)CCC2=O)=O)[CH2:2]1.[NH2:20][C:21]1[CH:26]=[CH:25][C:24]([S:27]([N:30]([CH2:35][C@@H:36]([OH:46])[C@@H:37]([NH2:45])[CH2:38][C:39]2[CH:44]=[CH:43][CH:42]=[CH:41][CH:40]=2)[CH2:31][CH:32]([CH3:34])[CH3:33])(=[O:29])=[O:28])=[CH:23][CH:22]=1.[C:47]([OH:51])(=[O:50])[CH2:48][CH3:49]. (6) Given the product [CH3:7][O:8][C:9]([C:2]1[CH:3]=[CH:4][C:5]2[O:10][C:9]([F:12])([F:11])[O:8][C:7]([F:14])([F:13])[C:6]=2[CH:15]=1)=[O:10], predict the reactants needed to synthesize it. The reactants are: Br[C:2]1[CH:3]=[CH:4][C:5]2[O:10][C:9]([F:12])([F:11])[O:8][C:7]([F:14])([F:13])[C:6]=2[CH:15]=1. (7) The reactants are: [Br:1][C:2]1[CH:3]=[C:4]([C:15]([OH:17])=O)[CH:5]=[C:6]([C:8]2[CH:13]=[CH:12][C:11]([CH3:14])=[CH:10][CH:9]=2)[CH:7]=1.[CH3:18][C:19]1[N:24]=[CH:23][C:22]([CH2:25][NH2:26])=[CH:21][N:20]=1.C(N(CC)C(C)C)(C)C.CN(C)C=O. Given the product [Br:1][C:2]1[CH:3]=[C:4]([C:15]([NH:26][CH2:25][C:22]2[CH:21]=[N:20][C:19]([CH3:18])=[N:24][CH:23]=2)=[O:17])[CH:5]=[C:6]([C:8]2[CH:9]=[CH:10][C:11]([CH3:14])=[CH:12][CH:13]=2)[CH:7]=1, predict the reactants needed to synthesize it.